This data is from Full USPTO retrosynthesis dataset with 1.9M reactions from patents (1976-2016). The task is: Predict the reactants needed to synthesize the given product. (1) Given the product [CH:29]([N:25]1[C:24]([C:18]2[S:19][C:20]3[CH2:21][CH2:22][O:23][C:14]4[CH:13]=[C:12]([CH:10]5[CH2:11][N:8]([CH2:42][CH2:41][S:43]([CH3:46])(=[O:45])=[O:44])[CH2:9]5)[CH:33]=[CH:32][C:15]=4[C:16]=3[N:17]=2)=[N:28][CH:27]=[N:26]1)([CH3:31])[CH3:30], predict the reactants needed to synthesize it. The reactants are: OC(C(F)(F)F)=O.[NH:8]1[CH2:11][CH:10]([C:12]2[CH:33]=[CH:32][C:15]3[C:16]4[N:17]=[C:18]([C:24]5[N:25]([CH:29]([CH3:31])[CH3:30])[N:26]=[CH:27][N:28]=5)[S:19][C:20]=4[CH2:21][CH2:22][O:23][C:14]=3[CH:13]=2)[CH2:9]1.C(N(CC)CC)C.[CH:41]([S:43]([CH3:46])(=[O:45])=[O:44])=[CH2:42]. (2) Given the product [C:1]([O:5][C:6](=[O:29])[NH:7][C:8]1([CH2:16][CH2:17][C:18]2[CH:23]=[CH:22][C:21]([O:24][CH2:37][CH2:38][CH2:39][CH2:40][CH2:41][CH3:42])=[C:20]([C:25]([F:28])([F:26])[F:27])[CH:19]=2)[CH2:13][O:12][C:11]([CH3:15])([CH3:14])[O:10][CH2:9]1)([CH3:2])([CH3:3])[CH3:4], predict the reactants needed to synthesize it. The reactants are: [C:1]([O:5][C:6](=[O:29])[NH:7][C:8]1([CH2:16][CH2:17][C:18]2[CH:23]=[CH:22][C:21]([OH:24])=[C:20]([C:25]([F:28])([F:27])[F:26])[CH:19]=2)[CH2:13][O:12][C:11]([CH3:15])([CH3:14])[O:10][CH2:9]1)([CH3:4])([CH3:3])[CH3:2].C(=O)([O-])[O-].[K+].[K+].Br[CH2:37][CH2:38][CH2:39][CH2:40][CH2:41][CH3:42].O. (3) Given the product [CH3:18][C:6]1[CH:7]=[C:8]([C:12]2[CH:17]=[CH:16][CH:15]=[CH:14][CH:13]=2)[CH:9]=[C:10]([CH3:11])[C:5]=1[C:3]1[N:19]=[C:20]([NH2:22])[S:21][CH:2]=1, predict the reactants needed to synthesize it. The reactants are: Br[CH2:2][C:3]([C:5]1[C:10]([CH3:11])=[CH:9][C:8]([C:12]2[CH:17]=[CH:16][CH:15]=[CH:14][CH:13]=2)=[CH:7][C:6]=1[CH3:18])=O.[NH2:19][C:20]([NH2:22])=[S:21]. (4) Given the product [Cl:24][C:25]1[N:30]=[C:29]([CH2:31][C:6]([C:5]2[CH:11]=[CH:12][CH:13]=[C:3]([O:2][CH3:1])[CH:4]=2)=[O:8])[CH:28]=[CH:27][N:26]=1, predict the reactants needed to synthesize it. The reactants are: [CH3:1][O:2][C:3]1[CH:4]=[C:5]([CH:11]=[CH:12][CH:13]=1)[C:6]([O:8]CC)=O.[Li+].C[Si]([N-][Si](C)(C)C)(C)C.[Cl:24][C:25]1[N:30]=[C:29]([CH3:31])[CH:28]=[CH:27][N:26]=1. (5) Given the product [F:24][C:21]([F:22])([F:23])[C:20]1[C:14]2[O:13][C:12]([CH2:8][CH2:9][C:10]#[C:11][C:2]3[CH:7]=[CH:6][CH:5]=[CH:4][N:3]=3)=[N:16][C:15]=2[CH:17]=[CH:18][CH:19]=1, predict the reactants needed to synthesize it. The reactants are: I[C:2]1[CH:7]=[CH:6][CH:5]=[CH:4][N:3]=1.[CH2:8]([C:12]1[O:13][C:14]2[C:20]([C:21]([F:24])([F:23])[F:22])=[CH:19][CH:18]=[CH:17][C:15]=2[N:16]=1)[CH2:9][C:10]#[CH:11]. (6) Given the product [Cl:1][C:2]1[CH:3]=[CH:4][CH:5]=[C:6]2[C:10]=1[N:9]([CH3:11])[CH:8]=[C:7]2[CH2:12][N:13]([CH3:14])[C:28](=[O:30])/[CH:27]=[CH:26]/[C:21]1[CH:22]=[N:23][C:24]2[NH:25][C:16](=[O:15])[CH2:17][CH2:18][C:19]=2[CH:20]=1, predict the reactants needed to synthesize it. The reactants are: [Cl:1][C:2]1[CH:3]=[CH:4][CH:5]=[C:6]2[C:10]=1[N:9]([CH3:11])[CH:8]=[C:7]2[CH2:12][NH:13][CH3:14].[O:15]=[C:16]1[NH:25][C:24]2[N:23]=[CH:22][C:21](/[CH:26]=[CH:27]/[C:28]([OH:30])=O)=[CH:20][C:19]=2[CH2:18][CH2:17]1.C1C=CC2N(O)N=NC=2C=1.O.C(Cl)CCl.